This data is from Merck oncology drug combination screen with 23,052 pairs across 39 cell lines. The task is: Regression. Given two drug SMILES strings and cell line genomic features, predict the synergy score measuring deviation from expected non-interaction effect. (1) Drug 1: C=CCn1c(=O)c2cnc(Nc3ccc(N4CCN(C)CC4)cc3)nc2n1-c1cccc(C(C)(C)O)n1. Drug 2: CC(C)CC(NC(=O)C(Cc1ccccc1)NC(=O)c1cnccn1)B(O)O. Cell line: A2780. Synergy scores: synergy=-17.6. (2) Drug 1: CC(=O)OC1C(=O)C2(C)C(O)CC3OCC3(OC(C)=O)C2C(OC(=O)c2ccccc2)C2(O)CC(OC(=O)C(O)C(NC(=O)c3ccccc3)c3ccccc3)C(C)=C1C2(C)C. Drug 2: Cn1cc(-c2cnn3c(N)c(Br)c(C4CCCNC4)nc23)cn1. Cell line: UWB1289BRCA1. Synergy scores: synergy=-16.4. (3) Drug 1: O=S1(=O)NC2(CN1CC(F)(F)F)C1CCC2Cc2cc(C=CCN3CCC(C(F)(F)F)CC3)ccc2C1. Drug 2: CNC(=O)c1cc(Oc2ccc(NC(=O)Nc3ccc(Cl)c(C(F)(F)F)c3)cc2)ccn1. Cell line: ZR751. Synergy scores: synergy=-2.70.